From a dataset of In vitro SARS-CoV-2 activity screen of 1,480 approved drugs from Prestwick library. Binary Classification. Given a drug SMILES string, predict its activity (active/inactive) in a high-throughput screening assay against a specified biological target. (1) The molecule is C#C[C@]1(O)C=C[C@H]2[C@@H]3CCC4=CC(=O)CC[C@@H]4[C@H]3CC[C@@]21CC. The result is 0 (inactive). (2) The result is 0 (inactive). The compound is CCCCS(=O)(=O)N[C@@H](Cc1ccc(OCCCCC2CCNCC2)cc1)C(=O)O.Cl. (3) The drug is COc1nc(N)nc2c1ncn2[C@@H]1O[C@H](CO)[C@@H](O)[C@@H]1O. The result is 0 (inactive). (4) The molecule is NC(=O)NS(=O)(=O)c1ccc(N)cc1. The result is 0 (inactive).